Task: Predict the reaction yield, written as a fraction of the theoretical maximum amount of product (1.0 means a 100% yield; for example, 0.34 means a 34% yield).. Dataset: Reaction yield outcomes from USPTO patents with 853,638 reactions (1) The reactants are [CH2:1]([C:5]1[N:6]=[C:7]([CH3:27])[NH:8][C:9](=[O:26])[C:10]=1[CH2:11][C:12]1[CH:17]=[CH:16][C:15]([C:18]2[C:19]([C:24]#[N:25])=[CH:20][CH:21]=[CH:22][CH:23]=2)=[CH:14][CH:13]=1)[CH2:2][CH2:3][CH3:4].C(=O)([O-])[O-].[Cs+].[Cs+].Br[CH:35]([C:37]1[CH:42]=[CH:41][CH:40]=[CH:39][CH:38]=1)[CH3:36].CN(C)C(=O)C. The catalyst is C(OCC)(=O)C. The product is [CH2:1]([C:5]1[N:6]=[C:7]([CH3:27])[N:8]([CH:35]([C:37]2[CH:42]=[CH:41][CH:40]=[CH:39][CH:38]=2)[CH3:36])[C:9](=[O:26])[C:10]=1[CH2:11][C:12]1[CH:17]=[CH:16][C:15]([C:18]2[C:19]([C:24]#[N:25])=[CH:20][CH:21]=[CH:22][CH:23]=2)=[CH:14][CH:13]=1)[CH2:2][CH2:3][CH3:4]. The yield is 0.190. (2) The reactants are [O:1]1[CH2:6][CH2:5][CH:4]([C:7]([O:9]C)=O)[CH2:3][CH2:2]1.[NH3:11]. No catalyst specified. The product is [O:1]1[CH2:6][CH2:5][CH:4]([C:7]([NH2:11])=[O:9])[CH2:3][CH2:2]1. The yield is 0.746. (3) The reactants are [C:1]([O:5][C:6]([N:8]1[CH2:12][C@H:11]([O:13][CH2:14][CH2:15][CH3:16])[CH2:10][C@@H:9]1[C@@H:17]([O:41][Si:42]([C:45]([CH3:48])([CH3:47])[CH3:46])([CH3:44])[CH3:43])[C@@H:18]([NH:28][C:29]([C:31]1[CH:32]=[C:33]([CH:37]=[C:38]([CH3:40])[CH:39]=1)[C:34]([OH:36])=O)=[O:30])[CH2:19][C:20]1[CH:25]=[C:24]([F:26])[CH:23]=[C:22]([F:27])[CH:21]=1)=[O:7])([CH3:4])([CH3:3])[CH3:2].CCN(C(C)C)C(C)C.CN(C(ON1N=NC2C=CC=NC1=2)=[N+](C)C)C.F[P-](F)(F)(F)(F)F.[CH3:82][O:83][CH2:84][C@H:85]1[CH2:89][CH2:88][CH2:87][NH:86]1. The catalyst is ClCCl.C(OCC)(=O)C. The product is [Si:42]([O:41][C@H:17]([C@H:9]1[CH2:10][C@@H:11]([O:13][CH2:14][CH2:15][CH3:16])[CH2:12][N:8]1[C:6]([O:5][C:1]([CH3:4])([CH3:3])[CH3:2])=[O:7])[C@@H:18]([NH:28][C:29](=[O:30])[C:31]1[CH:39]=[C:38]([CH3:40])[CH:37]=[C:33]([C:34]([N:86]2[CH2:87][CH2:88][CH2:89][C@@H:85]2[CH2:84][O:83][CH3:82])=[O:36])[CH:32]=1)[CH2:19][C:20]1[CH:21]=[C:22]([F:27])[CH:23]=[C:24]([F:26])[CH:25]=1)([C:45]([CH3:47])([CH3:48])[CH3:46])([CH3:44])[CH3:43]. The yield is 0.950. (4) The reactants are [NH2:1][CH:2]([C:6]([OH:8])=[O:7])[CH:3]([CH3:5])[OH:4].[CH2:9](O)[CH2:10][CH2:11][CH2:12][CH2:13][CH2:14][CH2:15][CH2:16][CH2:17][CH2:18][CH2:19][CH3:20].CC1C=CC(S(O)(=O)=O)=CC=1. The catalyst is C1(C)C=CC=CC=1. The product is [NH2:1][CH:2]([CH:3]([OH:4])[CH3:5])[C:6]([O:8][CH2:20][CH2:19][CH2:18][CH2:17][CH2:16][CH2:15][CH2:14][CH2:13][CH2:12][CH2:11][CH2:10][CH3:9])=[O:7]. The yield is 0.910. (5) The reactants are Cl[C:2]1[CH:3]=[C:4]([NH:11][C:12]2[CH:17]=[CH:16][C:15]([O:18][CH3:19])=[C:14]([O:20][CH3:21])[N:13]=2)[C:5]2[N:6]([N:8]=[CH:9][N:10]=2)[CH:7]=1.CC1(C)C(C)(C)OB([C:30]2[CH:31]=[C:32]([CH:37]=[CH:38][CH:39]=2)[C:33]([O:35][CH3:36])=[O:34])O1.CC(C1C=C(C(C)C)C(C2C=CC=CC=2P(C2CCCCC2)C2CCCCC2)=C(C(C)C)C=1)C.C([O-])([O-])=O.[Na+].[Na+]. The catalyst is O1CCOCC1.O.C1C=CC(/C=C/C(/C=C/C2C=CC=CC=2)=O)=CC=1.C1C=CC(/C=C/C(/C=C/C2C=CC=CC=2)=O)=CC=1.C1C=CC(/C=C/C(/C=C/C2C=CC=CC=2)=O)=CC=1.[Pd].[Pd]. The product is [CH3:19][O:18][C:15]1[CH:16]=[CH:17][C:12]([NH:11][C:4]2[C:5]3[N:6]([N:8]=[CH:9][N:10]=3)[CH:7]=[C:2]([C:30]3[CH:31]=[C:32]([CH:37]=[CH:38][CH:39]=3)[C:33]([O:35][CH3:36])=[O:34])[CH:3]=2)=[N:13][C:14]=1[O:20][CH3:21]. The yield is 0.450. (6) The reactants are [CH3:1][C:2]1([CH3:21])[N:7]2[C:8]3[CH:9]=[C:10]([C:15]([O:17]CC)=[O:16])[CH:11]=[CH:12][C:13]=3[CH:14]=[C:6]2[C:5](=[O:20])[NH:4][CH2:3]1.[OH-].[Na+].Cl. The catalyst is CO.O. The product is [CH3:1][C:2]1([CH3:21])[N:7]2[C:8]3[CH:9]=[C:10]([C:15]([OH:17])=[O:16])[CH:11]=[CH:12][C:13]=3[CH:14]=[C:6]2[C:5](=[O:20])[NH:4][CH2:3]1. The yield is 0.880. (7) The reactants are [NH2:1][C:2]1[CH:3]=[C:4]([SH:8])[CH:5]=[CH:6][CH:7]=1.C[S:10]([CH3:12])=O.O. The catalyst is [Cl-].[Na+].O. The product is [NH2:1][C:2]1[CH:7]=[CH:6][CH:5]=[C:4]([S:8][S:10][C:12]2[CH:3]=[C:2]([CH:7]=[CH:6][CH:5]=2)[NH2:1])[CH:3]=1. The yield is 0.980.